From a dataset of Forward reaction prediction with 1.9M reactions from USPTO patents (1976-2016). Predict the product of the given reaction. Given the reactants Cl[C:2]1[CH:11]=[C:10]([Cl:12])[C:9]2[C:4](=[CH:5][CH:6]=[CH:7][CH:8]=2)[N:3]=1.Cl.[O:14]1[C:20]2[CH:21]=[CH:22][CH:23]=[CH:24][C:19]=2[CH2:18][NH:17][CH2:16][CH2:15]1.C(N(C(C)C)CC)(C)C.CN1CCCC1=O, predict the reaction product. The product is: [Cl:12][C:10]1[C:9]2[C:4](=[CH:5][CH:6]=[CH:7][CH:8]=2)[N:3]=[C:2]([N:17]2[CH2:18][C:19]3[CH:24]=[CH:23][CH:22]=[CH:21][C:20]=3[O:14][CH2:15][CH2:16]2)[CH:11]=1.